From a dataset of Reaction yield outcomes from USPTO patents with 853,638 reactions. Predict the reaction yield, written as a fraction of the theoretical maximum amount of product (1.0 means a 100% yield; for example, 0.34 means a 34% yield). (1) The reactants are [N+:1]([C:4]1[CH:12]=[C:11]2[C:7]([CH:8]=[C:9]([C:13]3[CH:18]=[CH:17][CH:16]=[CH:15][CH:14]=3)[NH:10]2)=[CH:6][CH:5]=1)([O-:3])=[O:2].[CH2:19]1OCCOCCOCCOCCOCCOC1.CC(C)([O-])C.[K+].CI. The yield is 0.980. The catalyst is O1CCCC1. The product is [CH3:19][N:10]1[C:11]2[C:7](=[CH:6][CH:5]=[C:4]([N+:1]([O-:3])=[O:2])[CH:12]=2)[CH:8]=[C:9]1[C:13]1[CH:18]=[CH:17][CH:16]=[CH:15][CH:14]=1. (2) The product is [Br:1][C:2]1[CH:3]=[C:4]([C:8](=[O:10])[CH:9]=[CH:13][N:14]([CH3:16])[CH3:15])[S:5][C:6]=1[Br:7]. The reactants are [Br:1][C:2]1[CH:3]=[C:4]([C:8](=[O:10])[CH3:9])[S:5][C:6]=1[Br:7].CO[CH:13](OC)[N:14]([CH3:16])[CH3:15]. The yield is 0.940. No catalyst specified. (3) The reactants are [PH4+].[CH3:2]C([O-])(C)C.[K+].[Cl:8][C:9]1[CH:16]=[C:15]([O:17][CH3:18])[CH:14]=[CH:13][C:10]=1[CH:11]=O. The product is [Cl:8][C:9]1[CH:16]=[C:15]([O:17][CH3:18])[CH:14]=[CH:13][C:10]=1[CH:11]=[CH2:2]. The yield is 0.530. The catalyst is C1COCC1.C([O-])(O)=O.[Na+]. (4) The catalyst is CCO. The product is [CH2:2]([O:4][C:5]1[CH:10]=[CH:9][N:8]([C:11]2[CH:16]=[CH:15][C:14]([F:17])=[CH:13][CH:12]=2)[C:7](=[O:18])[C:6]=1[C:19]([OH:21])=[O:20])[CH3:3]. The yield is 0.580. The reactants are Cl.[CH2:2]([O:4][C:5]1[CH:10]=[CH:9][N:8]([C:11]2[CH:16]=[CH:15][C:14]([F:17])=[CH:13][CH:12]=2)[C:7](=[O:18])[C:6]=1[C:19]([O:21]CC)=[O:20])[CH3:3]. (5) The reactants are Cl[C:2]1[C:7]([C:8]2[CH:13]=[CH:12][C:11]([Cl:14])=[CH:10][CH:9]=2)=[C:6]([C:15]2[CH:20]=[CH:19][C:18]([Cl:21])=[CH:17][CH:16]=2)[N:5]=[C:4]2[N:22]([C:25]3[CH:30]=[CH:29][CH:28]=[CH:27][CH:26]=3)[N:23]=[CH:24][C:3]=12.[CH3:31][NH:32][CH3:33]. No catalyst specified. The product is [Cl:14][C:11]1[CH:12]=[CH:13][C:8]([C:7]2[C:2]([N:32]([CH3:33])[CH3:31])=[C:3]3[CH:24]=[N:23][N:22]([C:25]4[CH:26]=[CH:27][CH:28]=[CH:29][CH:30]=4)[C:4]3=[N:5][C:6]=2[C:15]2[CH:16]=[CH:17][C:18]([Cl:21])=[CH:19][CH:20]=2)=[CH:9][CH:10]=1. The yield is 0.730. (6) The yield is 0.150. The reactants are [Cl:1][C:2]1[CH:7]=[CH:6][C:5]([S:8]([NH:11][C:12]([C:14]2[CH2:18][CH:17]([C:19]3[CH:24]=[CH:23][CH:22]=[CH:21][CH:20]=3)[N:16]([C:25]3[CH:30]=[CH:29][C:28]([Cl:31])=[CH:27][CH:26]=3)[N:15]=2)=O)(=[O:10])=[O:9])=[CH:4][CH:3]=1.P(Cl)(Cl)(Cl)(Cl)Cl.Cl.C[CH2:40][N:41](C(C)C)C(C)C. The catalyst is ClCCl.CN.ClC1C=CC=CC=1. The product is [Cl:1][C:2]1[CH:7]=[CH:6][C:5]([S:8]([NH:11][C:12]([C:14]2[CH2:18][CH:17]([C:19]3[CH:24]=[CH:23][CH:22]=[CH:21][CH:20]=3)[N:16]([C:25]3[CH:30]=[CH:29][C:28]([Cl:31])=[CH:27][CH:26]=3)[N:15]=2)=[N:41][CH3:40])(=[O:10])=[O:9])=[CH:4][CH:3]=1. (7) The reactants are C([O:3][C:4](=[O:26])[CH2:5][O:6][C:7]1[CH:12]=[C:11]([Cl:13])[CH:10]=[CH:9][C:8]=1[C:14](=[O:25])[NH:15][CH2:16][C:17]1[CH:22]=[CH:21][C:20]([Br:23])=[CH:19][C:18]=1[F:24])C.[OH-].[Na+].Cl. The catalyst is C(O)C.C(OCC)(=O)C. The product is [Br:23][C:20]1[CH:21]=[CH:22][C:17]([CH2:16][NH:15][C:14]([C:8]2[CH:9]=[CH:10][C:11]([Cl:13])=[CH:12][C:7]=2[O:6][CH2:5][C:4]([OH:26])=[O:3])=[O:25])=[C:18]([F:24])[CH:19]=1. The yield is 0.970. (8) The reactants are CO[C:3](=[O:13])[C:4]1[CH:9]=[CH:8][C:7]([Br:10])=[CH:6][C:5]=1[CH2:11]Br.Cl.[NH2:15][CH:16]1[CH2:21][CH2:20][C:19](=[O:22])[NH:18][C:17]1=[O:23].C(N(CC)CC)C.CN(C)C=O. The catalyst is O.C(O)(=O)C.C(OCC)C. The product is [Br:10][C:7]1[CH:6]=[C:5]2[C:4](=[CH:9][CH:8]=1)[C:3](=[O:13])[N:15]([CH:16]1[CH2:21][CH2:20][C:19](=[O:22])[NH:18][C:17]1=[O:23])[CH2:11]2. The yield is 0.438. (9) The reactants are [N:1]([C:4]1[CH:11]=[CH:10][C:7]([C:8]#[N:9])=[C:6]([C:12]([F:15])([F:14])[F:13])[CH:5]=1)=[C:2]=[S:3].[C:16]([C:18]1([NH:22][C:23]2[CH:28]=[CH:27][C:26]([CH2:29][C:30]([OH:32])=O)=[CH:25][CH:24]=2)[CH2:21][CH2:20][CH2:19]1)#N.[CH3:33][OH:34].Cl.CN(C=[O:40])C. The catalyst is CC(C)=O.ClCCl.O. The product is [CH3:33][O:34][C:30](=[O:32])[CH2:29][C:26]1[CH:27]=[CH:28][C:23]([N:22]2[C:2](=[S:3])[N:1]([C:4]3[CH:11]=[CH:10][C:7]([C:8]#[N:9])=[C:6]([C:12]([F:13])([F:15])[F:14])[CH:5]=3)[C:16](=[O:40])[C:18]32[CH2:21][CH2:20][CH2:19]3)=[CH:24][CH:25]=1. The yield is 0.560. (10) The reactants are [CH2:1]([O:8][CH2:9][C:10]1[N:15]=[C:14]([OH:16])[C:13]([C:17]([O:19]CC)=[O:18])=[CH:12][N:11]=1)[C:2]1[CH:7]=[CH:6][CH:5]=[CH:4][CH:3]=1. The catalyst is [OH-].[K+]. The product is [CH2:1]([O:8][CH2:9][C:10]1[N:15]=[C:14]([OH:16])[C:13]([C:17]([OH:19])=[O:18])=[CH:12][N:11]=1)[C:2]1[CH:7]=[CH:6][CH:5]=[CH:4][CH:3]=1. The yield is 0.950.